Dataset: NCI-60 drug combinations with 297,098 pairs across 59 cell lines. Task: Regression. Given two drug SMILES strings and cell line genomic features, predict the synergy score measuring deviation from expected non-interaction effect. (1) Drug 1: COC1=CC(=CC(=C1O)OC)C2C3C(COC3=O)C(C4=CC5=C(C=C24)OCO5)OC6C(C(C7C(O6)COC(O7)C8=CC=CS8)O)O. Drug 2: C1=CC(=CC=C1C#N)C(C2=CC=C(C=C2)C#N)N3C=NC=N3. Cell line: CAKI-1. Synergy scores: CSS=39.5, Synergy_ZIP=-2.95, Synergy_Bliss=-5.88, Synergy_Loewe=-34.0, Synergy_HSA=-3.50. (2) Drug 1: C1=NC2=C(N=C(N=C2N1C3C(C(C(O3)CO)O)F)Cl)N. Drug 2: COC1=C2C(=CC3=C1OC=C3)C=CC(=O)O2. Cell line: SW-620. Synergy scores: CSS=0.492, Synergy_ZIP=0.0339, Synergy_Bliss=-0.0848, Synergy_Loewe=-7.25, Synergy_HSA=-2.46. (3) Drug 1: C1CC(C1)(C(=O)O)C(=O)O.[NH2-].[NH2-].[Pt+2]. Drug 2: B(C(CC(C)C)NC(=O)C(CC1=CC=CC=C1)NC(=O)C2=NC=CN=C2)(O)O. Cell line: A549. Synergy scores: CSS=80.1, Synergy_ZIP=-4.91, Synergy_Bliss=0.680, Synergy_Loewe=-10.8, Synergy_HSA=1.26.